This data is from Reaction yield outcomes from USPTO patents with 853,638 reactions. The task is: Predict the reaction yield, written as a fraction of the theoretical maximum amount of product (1.0 means a 100% yield; for example, 0.34 means a 34% yield). The reactants are BrC1C=CC(F)=C([C@]2(C)C3[C@](C(O)=O)(C3)SC(N(C(OC(C)(C)C)=O)COCC[Si](C)(C)C)=N2)C=1.[C:36]([O:40][C:41]([N:43]([CH2:76][O:77][CH2:78][CH2:79][Si:80]([CH3:83])([CH3:82])[CH3:81])[C:44]1[S:45][C@:46]2([C:72]([O:74]C)=[O:73])[C@H:48]([C@:49]([C:52]3[CH:57]=[C:56]([NH:58][C:59]([C:61]4[CH:66]=[N:65][C:64]([O:67][CH2:68][C:69]#[CH:70])=[CH:63][N:62]=4)=[O:60])[CH:55]=[CH:54][C:53]=3[F:71])([CH3:51])[N:50]=1)[CH2:47]2)=[O:42])([CH3:39])([CH3:38])[CH3:37]. No catalyst specified. The product is [C:36]([O:40][C:41]([N:43]([CH2:76][O:77][CH2:78][CH2:79][Si:80]([CH3:83])([CH3:82])[CH3:81])[C:44]1[S:45][C@:46]2([C:72]([OH:74])=[O:73])[C@H:48]([C@:49]([C:52]3[CH:57]=[C:56]([NH:58][C:59]([C:61]4[CH:66]=[N:65][C:64]([O:67][CH2:68][C:69]#[CH:70])=[CH:63][N:62]=4)=[O:60])[CH:55]=[CH:54][C:53]=3[F:71])([CH3:51])[N:50]=1)[CH2:47]2)=[O:42])([CH3:38])([CH3:37])[CH3:39]. The yield is 0.990.